From a dataset of Peptide-MHC class I binding affinity with 185,985 pairs from IEDB/IMGT. Regression. Given a peptide amino acid sequence and an MHC pseudo amino acid sequence, predict their binding affinity value. This is MHC class I binding data. (1) The peptide sequence is ATGPVLTLW. The MHC is HLA-B58:01 with pseudo-sequence HLA-B58:01. The binding affinity (normalized) is 1.00. (2) The peptide sequence is SVNVSLTAI. The MHC is H-2-Db with pseudo-sequence H-2-Db. The binding affinity (normalized) is 0.464.